Task: Predict the reaction yield, written as a fraction of the theoretical maximum amount of product (1.0 means a 100% yield; for example, 0.34 means a 34% yield).. Dataset: Reaction yield outcomes from USPTO patents with 853,638 reactions (1) The reactants are CC1C=CC=C(C)C=1CCC1N(C2C=CC(NC3C=C[C:30]4[C:25](=[CH:26][CH:27]=[CH:28][CH:29]=4)[C:24]=3NC(=O)CC(OCC)=O)=CC=2)C=CN=1.[N+:42]([C:45]1[C:54]2[C:49](=[CH:50][CH:51]=[CH:52][CH:53]=2)[CH:48]=[CH:47][C:46]=1[NH:55][C:56]1[CH:61]=[CH:60][C:59]([NH2:62])=[CH:58][CH:57]=1)([O-])=O.[CH3:63]C1C=CC=C(C)C=1CCC(O)=O.O=C(NC1C2C(=CC=CC=2)C=CC=1NC1C=CC=C(N2C(CC[C:108]3[CH:113]=[CH:112][CH:111]=[CH:110][N:109]=3)=NN=N2)C=1)C(OCC)=O.Cl.FC(F)(F)C1C=CC(CCC2N(C3C=CC(N4[C:142](=[O:143])[CH2:141][C:140](=[O:144])NC5C6C(C=CC4=5)=CC=CC=6)=CC=3)C=CN=2)=CC=1.N1C=CC=CC=1CCC1N(C2C=C(NC3C(N)=CC=C4C=3C=CC=C4)C=CC=2)N=NN=1.Cl.N1C=CC=CC=1CCC1N(C2C=C(N3C4C=CC5C=CC=CC=5C=4NC(=O)C3=O)C=CC=2)N=NN=1. The yield is 0.410. The product is [CH3:63][C:29]1[CH:28]=[CH:27][CH:26]=[C:25]([CH3:24])[C:30]=1[CH2:112][CH2:111][C:110]1[N:62]([C:59]2[CH:60]=[CH:61][C:56]([N:55]3[C:142](=[O:143])[CH2:141][C:140](=[O:144])[NH:42][C:45]4[C:54]5[C:49]([CH:48]=[CH:47][C:46]3=4)=[CH:50][CH:51]=[CH:52][CH:53]=5)=[CH:57][CH:58]=2)[CH:113]=[CH:108][N:109]=1. No catalyst specified. (2) The reactants are [CH2:1]([O:3][C:4]([C:6]1[CH:7]=[C:8]([C:15](=[O:20])C(Cl)(Cl)Cl)[N:9]2[CH2:14][CH2:13][O:12][CH2:11][C:10]=12)=[O:5])[CH3:2].[OH2:21].[OH-].[K+]. The catalyst is O1CCCC1. The product is [CH2:1]([O:3][C:4]([C:6]1[CH:7]=[C:8]([C:15]([OH:20])=[O:21])[N:9]2[CH2:14][CH2:13][O:12][CH2:11][C:10]=12)=[O:5])[CH3:2]. The yield is 0.850.